From a dataset of Experimentally validated miRNA-target interactions with 360,000+ pairs, plus equal number of negative samples. Binary Classification. Given a miRNA mature sequence and a target amino acid sequence, predict their likelihood of interaction. (1) The miRNA is hsa-miR-548ad-5p with sequence AAAAGUAAUUGUGGUUUUUG. The protein sequence of the target gene is MPSQNYDLPQKKQEKMTKFQEAVTFKDVAVVFSREELRLLDLTQRKLYRDVMVENFKNLVAVGHLPFQPDMVSQLEAEEKLWMMETETQRSSKHQNKMETLQKFALKYLSNQELSCWQIWKQVASELTRCLQGKSSQLLQGDSIQVSENENNIMNPKGDSSIYIENQEFPFWRTQHSCGNTYLSESQIQSRGKQIDVKNNLQIHEDFMKKSPFHEHIKTDTEPKPCKGNEYGKIISDGSNQKLPLGEKPHPCGECGRGFSYSPRLPLHPNVHTGEKCFSQSSHLRTHQRIHPGEKLNRCH.... Result: 0 (no interaction). (2) The miRNA is cel-miR-246-3p with sequence UUACAUGUUUCGGGUAGGAGC. The protein sequence of the target gene is MSGGRFDFDDGGAYCGGWEGGKAHGHGLCTGPKGQGEYSGSWNFGFEVAGVYTWPSGNTFEGYWSQGKRHGLGIETKGRWLYKGEWTHGFKGRYGIRQSTNSGAKYEGTWNNGLQDGYGTETYADGGTYQGQFTNGMRHGYGVRQSVPYGMAVVVRSPLRTSLSSLRSEHSNGTVAPDSPAADGPMLPSPPVPRGGFALTLLATAEAARPQGLFTRGTLLGRLRRSESRTSLGSQRSRLSFLKSELSSGASDAASTGSLAEGAEGPDDAAAPFDADIDATTTETYMGEWKNDKRSGFGVS.... Result: 0 (no interaction).